Dataset: Forward reaction prediction with 1.9M reactions from USPTO patents (1976-2016). Task: Predict the product of the given reaction. Given the reactants FC(F)(F)S(O[C:7]1[C:12]2[O:13][CH:14]([CH2:17][O:18][S:19]([C:22]3[CH:27]=[CH:26][C:25]([CH3:28])=[CH:24][CH:23]=3)(=[O:21])=[O:20])[CH2:15][O:16][C:11]=2[CH:10]=[CH:9][CH:8]=1)(=O)=O.[F:31][C:32]1[CH:37]=[C:36]([F:38])[CH:35]=[CH:34][C:33]=1B(O)O, predict the reaction product. The product is: [F:31][C:32]1[CH:37]=[C:36]([F:38])[CH:35]=[CH:34][C:33]=1[C:7]1[C:12]2[O:13][CH:14]([CH2:17][O:18][S:19]([C:22]3[CH:27]=[CH:26][C:25]([CH3:28])=[CH:24][CH:23]=3)(=[O:21])=[O:20])[CH2:15][O:16][C:11]=2[CH:10]=[CH:9][CH:8]=1.